Predict the reaction yield, written as a fraction of the theoretical maximum amount of product (1.0 means a 100% yield; for example, 0.34 means a 34% yield). From a dataset of Reaction yield outcomes from USPTO patents with 853,638 reactions. (1) The reactants are [F:1][C:2]1[CH:7]=[CH:6][C:5]([C:8]2[C:12]([C:13]3[CH:18]=[CH:17][N:16]=[C:15](C(N)=O)[CH:14]=3)=[CH:11][NH:10][N:9]=2)=[CH:4][CH:3]=1.C[O:23][CH:24]([O:28][CH3:29])N(C)C. The catalyst is CO. The product is [F:1][C:2]1[CH:3]=[CH:4][C:5]([C:8]2[C:12]([C:13]3[CH:18]=[CH:17][N:16]=[C:15]([C:24]([O:28][CH3:29])=[O:23])[CH:14]=3)=[CH:11][NH:10][N:9]=2)=[CH:6][CH:7]=1. The yield is 0.690. (2) The reactants are [CH3:1][O:2][C:3]1[CH:4]=[C:5]([CH:8]=[CH:9][C:10]=1[O:11][CH2:12][C:13]1[N:14]=[C:15]([N:18]2[CH2:23][CH2:22][CH2:21][CH2:20][CH2:19]2)[S:16][CH:17]=1)[CH:6]=[O:7].C(O)C.[BH4-].[Na+].O. The catalyst is O1CCCC1. The product is [CH3:1][O:2][C:3]1[CH:4]=[C:5]([CH2:6][OH:7])[CH:8]=[CH:9][C:10]=1[O:11][CH2:12][C:13]1[N:14]=[C:15]([N:18]2[CH2:19][CH2:20][CH2:21][CH2:22][CH2:23]2)[S:16][CH:17]=1. The yield is 0.980. (3) The reactants are [Br:1][C:2]1[CH:3]=[C:4]2[C:8](=[CH:9][CH:10]=1)[NH:7][CH2:6][CH2:5]2.[N+:11]([O-])([O-:13])=[O:12].[K+].C([O-])([O-])=O.[Na+].[Na+]. The catalyst is OS(O)(=O)=O. The product is [Br:1][C:2]1[CH:3]=[C:4]2[C:8](=[CH:9][C:10]=1[N+:11]([O-:13])=[O:12])[NH:7][CH2:6][CH2:5]2. The yield is 0.760. (4) The reactants are Cl[C:2]1[CH:7]=[CH:6][C:5]([C:8]2[C:17]3[C:12](=[CH:13][C:14]([S:18]([NH:21][C:22]4[S:23][CH:24]=[N:25][N:26]=4)(=[O:20])=[O:19])=[CH:15][CH:16]=3)[N:11]=[CH:10][CH:9]=2)=[C:4]([O:27][CH3:28])[CH:3]=1.[F:29][C:30]1[CH:31]=[C:32](B(O)O)[CH:33]=[C:34]([F:36])[CH:35]=1.C1(P(C2CCCCC2)C2C=CC=CC=2C2C(OC)=CC=CC=2OC)CCCCC1.P([O-])([O-])([O-])=O.[K+].[K+].[K+]. No catalyst specified. The product is [F:29][C:30]1[CH:31]=[C:32]([C:2]2[CH:7]=[CH:6][C:5]([C:8]3[C:17]4[C:12](=[CH:13][C:14]([S:18]([NH:21][C:22]5[S:23][CH:24]=[N:25][N:26]=5)(=[O:19])=[O:20])=[CH:15][CH:16]=4)[N:11]=[CH:10][CH:9]=3)=[C:4]([O:27][CH3:28])[CH:3]=2)[CH:33]=[C:34]([F:36])[CH:35]=1. The yield is 0.447. (5) The reactants are C([N+]([O-])=O)(C)(C)C.[Br:8][C:9]1[CH:10]=[C:11]([C:15]2[S:19][C:18](N)=[N:17][CH:16]=2)[CH:12]=[CH:13][CH:14]=1.[ClH:21]. The catalyst is CC#N.C(OCC)(=O)C. The product is [Br:8][C:9]1[CH:10]=[C:11]([C:15]2[S:19][C:18]([Cl:21])=[N:17][CH:16]=2)[CH:12]=[CH:13][CH:14]=1. The yield is 0.760. (6) The reactants are [CH3:1][C:2]1[O:6][N:5]=[C:4]([C:7]2[CH:12]=[CH:11][N:10]=[CH:9][CH:8]=2)[C:3]=1[CH2:13][O:14][C:15]1[CH:23]=[CH:22][C:18]([C:19]([OH:21])=O)=[CH:17][N:16]=1.[CH:24]([NH2:27])([CH3:26])[CH3:25]. No catalyst specified. The product is [CH:24]([NH:27][C:19](=[O:21])[C:18]1[CH:22]=[CH:23][C:15]([O:14][CH2:13][C:3]2[C:4]([C:7]3[CH:8]=[CH:9][N:10]=[CH:11][CH:12]=3)=[N:5][O:6][C:2]=2[CH3:1])=[N:16][CH:17]=1)([CH3:26])[CH3:25]. The yield is 0.700.